This data is from Reaction yield outcomes from USPTO patents with 853,638 reactions. The task is: Predict the reaction yield, written as a fraction of the theoretical maximum amount of product (1.0 means a 100% yield; for example, 0.34 means a 34% yield). (1) The reactants are Cl.[F:2][C:3]1[CH:4]=[C:5]([N:13]2[CH2:18][CH2:17][O:16][CH2:15][CH2:14]2)[CH:6]=[C:7]([F:12])[C:8]=1[N+:9]([O-])=O. The catalyst is O1CCCC1.[Zn]. The product is [F:12][C:7]1[CH:6]=[C:5]([N:13]2[CH2:14][CH2:15][O:16][CH2:17][CH2:18]2)[CH:4]=[C:3]([F:2])[C:8]=1[NH2:9]. The yield is 0.900. (2) The reactants are [CH3:1][O:2][C:3](=[O:20])[C:4]([CH3:19])([O:6][C:7]1[CH:12]=[CH:11][CH:10]=[C:9]([C:13]2[CH:14]=[N:15][CH:16]=[CH:17][CH:18]=2)[CH:8]=1)[CH3:5].Cl.[H][H]. The catalyst is CO.[Pt]. The product is [CH3:1][O:2][C:3](=[O:20])[C:4]([CH3:5])([O:6][C:7]1[CH:12]=[CH:11][CH:10]=[C:9]([CH:13]2[CH2:18][CH2:17][CH2:16][NH:15][CH2:14]2)[CH:8]=1)[CH3:19]. The yield is 0.890. (3) The reactants are [Cl:1][C:2]1[CH:7]=[CH:6][N:5]=[CH:4][C:3]=1[N+:8]([O-:10])=[O:9].[NH4+:11].[Mn]([O-])(=O)(=O)=O.[K+]. No catalyst specified. The product is [Cl:1][C:2]1[C:3]([N+:8]([O-:10])=[O:9])=[CH:4][N:5]=[C:6]([NH2:11])[CH:7]=1. The yield is 0.330. (4) The reactants are [Cl:1][C:2]([Cl:7])([Cl:6])[C:3](Cl)=[O:4].[N:8]1[CH:9]=[CH:10][N:11]2[CH:16]=[CH:15][CH:14]=[CH:13][C:12]=12. The catalyst is CN(C)C1C=CN=CC=1.C1COCC1. The product is [Cl:1][C:2]([Cl:7])([Cl:6])[C:3]([C:10]1[N:11]2[CH:16]=[CH:15][CH:14]=[CH:13][C:12]2=[N:8][CH:9]=1)=[O:4]. The yield is 0.950. (5) The reactants are [Cl:1][CH2:2][CH:3](OCC)OCC.[NH2:10][C:11]1[CH:18]=[C:17]([Br:19])[CH:16]=[CH:15][C:12]=1[CH:13]=O.O.C1(C)C=CC(S(O)(=O)=O)=CC=1. The catalyst is C1(C)C=CC=CC=1. The product is [Br:19][C:17]1[CH:18]=[C:11]2[C:12]([CH:13]=[C:2]([Cl:1])[CH:3]=[N:10]2)=[CH:15][CH:16]=1. The yield is 0.540. (6) The reactants are N[CH2:2][C:3]([C:6]1[NH:7][C:8]2[C:13]([CH:14]=1)=[CH:12][C:11]([NH:15][C:16]([C:18]1([C:21]3[CH:29]=[CH:28][C:24]4[O:25][CH2:26][O:27][C:23]=4[CH:22]=3)[CH2:20][CH2:19]1)=[O:17])=[CH:10][CH:9]=2)(C)[CH3:4].C(=O)([O-])[O-].[K+].[K+].IC.O.[CH3:39][N:40]([CH:42]=O)[CH3:41]. No catalyst specified. The product is [O:25]1[C:24]2[CH:28]=[CH:29][C:21]([C:18]3([C:16]([NH:15][C:11]4[CH:12]=[C:13]5[C:8](=[CH:9][CH:10]=4)[NH:7][C:6]([C:3]([CH3:4])([CH3:2])[CH2:42][N:40]([CH3:39])[CH3:41])=[CH:14]5)=[O:17])[CH2:20][CH2:19]3)=[CH:22][C:23]=2[O:27][CH2:26]1. The yield is 0.330.